Dataset: Catalyst prediction with 721,799 reactions and 888 catalyst types from USPTO. Task: Predict which catalyst facilitates the given reaction. (1) Reactant: [Br:1][C:2]1[CH:3]=[C:4]2[C:8](=[CH:9][CH:10]=1)[NH:7][C:6]([C:11]1[CH:16]=[CH:15][CH:14]=[CH:13][C:12]=1[Cl:17])=[CH:5]2.[H-].[Na+].[C:20]1([S:26](Cl)(=[O:28])=[O:27])[CH:25]=[CH:24][CH:23]=[CH:22][CH:21]=1. Product: [C:20]1([S:26]([N:7]2[C:8]3[C:4](=[CH:3][C:2]([Br:1])=[CH:10][CH:9]=3)[CH:5]=[C:6]2[C:11]2[CH:16]=[CH:15][CH:14]=[CH:13][C:12]=2[Cl:17])(=[O:28])=[O:27])[CH:25]=[CH:24][CH:23]=[CH:22][CH:21]=1. The catalyst class is: 3. (2) Reactant: [C:1]1([C@H:7]2[CH2:13][N:12]([C:14]([CH:16]3[CH2:21][CH2:20][O:19][CH2:18][CH2:17]3)=[O:15])[CH2:11][C:10]3[CH:22]=[CH:23][C:24]([C:26]([O:28]C)=O)=[CH:25][C:9]=3[O:8]2)[CH:6]=[CH:5][CH:4]=[CH:3][CH:2]=1.[OH-:30].[Na+].[NH2:32]O. Product: [OH:30][NH:32][C:26]([C:24]1[CH:23]=[CH:22][C:10]2[CH2:11][N:12]([C:14]([CH:16]3[CH2:21][CH2:20][O:19][CH2:18][CH2:17]3)=[O:15])[CH2:13][C@H:7]([C:1]3[CH:6]=[CH:5][CH:4]=[CH:3][CH:2]=3)[O:8][C:9]=2[CH:25]=1)=[O:28]. The catalyst class is: 36. (3) Reactant: [CH3:1][C:2]1[N:6]=[C:5]([CH3:7])[S:4][C:3]=1/[CH:8]=[CH:9]/[C:10](N(C)C)=O.[CH3:15][O:16][C:17]1[CH:18]=[C:19]([NH:29][C:30]([NH2:32])=[NH:31])[CH:20]=[CH:21][C:22]=1[N:23]1[CH2:28][CH2:27][O:26][CH2:25][CH2:24]1. Product: [CH3:7][C:5]1[S:4][C:3]([C:8]2[CH:9]=[CH:10][N:32]=[C:30]([NH:29][C:19]3[CH:20]=[CH:21][C:22]([N:23]4[CH2:28][CH2:27][O:26][CH2:25][CH2:24]4)=[C:17]([O:16][CH3:15])[CH:18]=3)[N:31]=2)=[C:2]([CH3:1])[N:6]=1. The catalyst class is: 23. (4) Product: [N:1]([C:2]1[CH:7]=[CH:6][C:5]([N:8]2[CH2:13][CH2:12][O:11][C:10]3[CH:14]=[C:15]([S:18]([N:21]([CH2:27][C:28]4[CH:33]=[CH:32][C:31]([O:34][CH3:35])=[CH:30][CH:29]=4)[C:22]4[S:23][CH:24]=[CH:25][N:26]=4)(=[O:20])=[O:19])[CH:16]=[CH:17][C:9]2=3)=[C:4]([Br:36])[CH:3]=1)=[N+:44]=[N-:45]. Reactant: [NH2:1][C:2]1[CH:7]=[CH:6][C:5]([N:8]2[CH2:13][CH2:12][O:11][C:10]3[CH:14]=[C:15]([S:18]([N:21]([CH2:27][C:28]4[CH:33]=[CH:32][C:31]([O:34][CH3:35])=[CH:30][CH:29]=4)[C:22]4[S:23][CH:24]=[CH:25][N:26]=4)(=[O:20])=[O:19])[CH:16]=[CH:17][C:9]2=3)=[C:4]([Br:36])[CH:3]=1.N(OC(C)(C)C)=O.[N:44]([Si](C)(C)C)=[N+:45]=[N-]. The catalyst class is: 10.